From a dataset of Full USPTO retrosynthesis dataset with 1.9M reactions from patents (1976-2016). Predict the reactants needed to synthesize the given product. (1) Given the product [CH3:1][N:2]1[C:7](=[O:8])[C:6]2[C:9]([C:30]3[CH:35]=[CH:34][CH:33]=[CH:32][CH:31]=3)=[C:10]([C:12]3[CH:13]=[CH:14][C:15]([C:18]4([NH:22][C:23](=[O:29])[O:24][C:25]([CH3:28])([CH3:26])[CH3:27])[CH2:21][CH2:20][CH2:19]4)=[CH:16][CH:17]=3)[O:11][C:5]=2[N:4]=[C:3]1[S:40]([CH3:44])(=[O:42])=[O:39], predict the reactants needed to synthesize it. The reactants are: [CH3:1][N:2]1[C:7](=[O:8])[C:6]2[C:9]([C:30]3[CH:35]=[CH:34][CH:33]=[CH:32][CH:31]=3)=[C:10]([C:12]3[CH:17]=[CH:16][C:15]([C:18]4([NH:22][C:23](=[O:29])[O:24][C:25]([CH3:28])([CH3:27])[CH3:26])[CH2:21][CH2:20][CH2:19]4)=[CH:14][CH:13]=3)[O:11][C:5]=2[N:4]=[C:3]1SC.O[O:39][S:40]([O-:42])=O.[K+].[CH2:44]1COCC1. (2) Given the product [Cl:13][C:4]1[CH:3]=[C:2]([C:20]2[C:15]([F:14])=[N:16][CH:17]=[CH:18][CH:19]=2)[CH:7]=[CH:6][C:5]=1[CH2:8][C:9]([O:11][CH3:12])=[O:10], predict the reactants needed to synthesize it. The reactants are: Br[C:2]1[CH:7]=[CH:6][C:5]([CH2:8][C:9]([O:11][CH3:12])=[O:10])=[C:4]([Cl:13])[CH:3]=1.[F:14][C:15]1[C:20](B(O)O)=[CH:19][CH:18]=[CH:17][N:16]=1.C(O[K])(C)=O. (3) The reactants are: C(OC([N:8]1[CH2:13][CH2:12][CH:11]([O:14][C:15]2[N:16]=[N:17][C:18]([CH2:38][CH2:39][CH2:40][CH3:41])=[C:19]([C:25]3[CH:30]=[CH:29][C:28]([O:31][CH:32]4[CH2:37][CH2:36][CH2:35][CH2:34][CH2:33]4)=[CH:27][CH:26]=3)[C:20]=2[C:21]([F:24])([F:23])[F:22])[CH2:10][CH2:9]1)=O)(C)(C)C.[ClH:42]. Given the product [ClH:42].[ClH:42].[CH2:38]([C:18]1[N:17]=[N:16][C:15]([O:14][CH:11]2[CH2:12][CH2:13][NH:8][CH2:9][CH2:10]2)=[C:20]([C:21]([F:22])([F:24])[F:23])[C:19]=1[C:25]1[CH:26]=[CH:27][C:28]([O:31][CH:32]2[CH2:33][CH2:34][CH2:35][CH2:36][CH2:37]2)=[CH:29][CH:30]=1)[CH2:39][CH2:40][CH3:41], predict the reactants needed to synthesize it. (4) Given the product [Cl:20][C:5]1[C:6]([NH:8][C:9]2[CH:19]=[CH:18][CH:17]=[CH:16][C:10]=2[C:11]([NH:13][C:15]2[CH:33]=[CH:34][CH:35]=[C:29]([CH2:28][CH2:27][N:21]3[CH2:22][CH2:23][O:24][CH2:25][CH2:26]3)[CH:30]=2)=[O:12])=[N:7][C:2]([NH:32][C:31]2[CH:33]=[CH:34][CH:35]=[C:29]([CH2:28][CH2:27][N:21]3[CH2:26][CH2:25][O:24][CH2:23][CH2:22]3)[CH:30]=2)=[N:3][CH:4]=1, predict the reactants needed to synthesize it. The reactants are: Cl[C:2]1[N:7]=[C:6]([NH:8][C:9]2[CH:19]=[CH:18][CH:17]=[CH:16][C:10]=2[C:11]([N:13]([CH3:15])C)=[O:12])[C:5]([Cl:20])=[CH:4][N:3]=1.[N:21]1([CH2:27][CH2:28][C:29]2[CH:30]=[C:31]([CH:33]=[CH:34][CH:35]=2)[NH2:32])[CH2:26][CH2:25][O:24][CH2:23][CH2:22]1.Cl. (5) Given the product [NH2:1][C:2]1[C:3]([C:8]([NH:22][C:20]2[CH:19]=[CH:18][C:16]3[O:17][C:12]([F:25])([F:11])[C:13]([F:23])([F:24])[O:14][C:15]=3[CH:21]=2)=[O:10])=[N:4][CH:5]=[CH:6][CH:7]=1, predict the reactants needed to synthesize it. The reactants are: [NH2:1][C:2]1[C:3]([C:8]([OH:10])=O)=[N:4][CH:5]=[CH:6][CH:7]=1.[F:11][C:12]1([F:25])[O:17][C:16]2[CH:18]=[CH:19][C:20]([NH2:22])=[CH:21][C:15]=2[O:14][C:13]1([F:24])[F:23].C(N(C(C)C)CC)(C)C.CCN=C=NCCCN(C)C.ON1C2C=CC=CC=2N=N1. (6) Given the product [CH3:1][CH:2]1[C:10]2[CH:9]=[N:8][C:7]([S:22]([CH3:26])(=[O:24])=[O:21])=[N:6][C:5]=2[CH2:4][N:3]1[C:13]([O:15][C:16]([CH3:18])([CH3:17])[CH3:19])=[O:14], predict the reactants needed to synthesize it. The reactants are: [CH3:1][CH:2]1[C:10]2[CH:9]=[N:8][C:7](SC)=[N:6][C:5]=2[CH2:4][N:3]1[C:13]([O:15][C:16]([CH3:19])([CH3:18])[CH3:17])=[O:14].O[O:21][S:22]([O-:24])=O.[K+].[CH3:26]N(C=O)C.